This data is from Full USPTO retrosynthesis dataset with 1.9M reactions from patents (1976-2016). The task is: Predict the reactants needed to synthesize the given product. (1) Given the product [ClH:33].[CH3:26][C:21]1[CH:22]=[CH:23][CH:24]=[CH:25][C:20]=1[CH:19]([O:18][CH:16]1[CH2:17][NH:14][CH2:15]1)[C:27]1[CH:28]=[CH:29][C:30]([Cl:33])=[CH:31][CH:32]=1, predict the reactants needed to synthesize it. The reactants are: C([N:14]1[CH2:17][CH:16]([O:18][CH:19]([C:27]2[CH:32]=[CH:31][C:30]([Cl:33])=[CH:29][CH:28]=2)[C:20]2[CH:25]=[CH:24][CH:23]=[CH:22][C:21]=2[CH3:26])[CH2:15]1)(C1C=CC=CC=1)C1C=CC=CC=1.Cl.ClC1C=CC=CC=1C(OC1CNC1)C1C=CC(Cl)=CC=1. (2) Given the product [C:3]([C:5]1[CH:42]=[CH:41][C:8]([CH2:9][O:10][C:11]([N:13]2[CH2:17][CH:16]([CH2:18][C:19]([CH3:22])([CH3:21])[CH3:20])[C:15]3([C:30]4[C:25](=[CH:26][C:27]([Cl:31])=[CH:28][CH:29]=4)[NH:24][C:23]3=[O:32])[CH:14]2[C:33]2[CH:38]=[CH:37][CH:36]=[C:35]([Cl:39])[C:34]=2[F:40])=[O:12])=[CH:7][CH:6]=1)([OH:4])=[O:2], predict the reactants needed to synthesize it. The reactants are: C[O:2][C:3]([C:5]1[CH:42]=[CH:41][C:8]([CH2:9][O:10][C:11]([N:13]2[CH2:17][CH:16]([CH2:18][C:19]([CH3:22])([CH3:21])[CH3:20])[C:15]3([C:30]4[C:25](=[CH:26][C:27]([Cl:31])=[CH:28][CH:29]=4)[NH:24][C:23]3=[O:32])[CH:14]2[C:33]2[CH:38]=[CH:37][CH:36]=[C:35]([Cl:39])[C:34]=2[F:40])=[O:12])=[CH:7][CH:6]=1)=[O:4].[Li+].[OH-].CO.